This data is from Full USPTO retrosynthesis dataset with 1.9M reactions from patents (1976-2016). The task is: Predict the reactants needed to synthesize the given product. (1) Given the product [CH:7]1([CH2:12][C:13]([NH:36][C:35]2[C:30]([S:29][CH2:28][CH2:27][S:24]([C:20]3[CH:21]=[CH:22][CH:23]=[C:18]([C:17]([F:37])([F:38])[F:16])[CH:19]=3)(=[O:26])=[O:25])=[N:31][CH:32]=[CH:33][CH:34]=2)=[O:15])[CH2:8][CH2:9][CH2:10][CH2:11]1, predict the reactants needed to synthesize it. The reactants are: C(Cl)(=O)C(Cl)=O.[CH:7]1([CH2:12][C:13]([OH:15])=O)[CH2:11][CH2:10][CH2:9][CH2:8]1.[F:16][C:17]([F:38])([F:37])[C:18]1[CH:19]=[C:20]([S:24]([CH2:27][CH2:28][S:29][C:30]2[C:35]([NH2:36])=[CH:34][CH:33]=[CH:32][N:31]=2)(=[O:26])=[O:25])[CH:21]=[CH:22][CH:23]=1.C([O-])(O)=O.[Na+]. (2) Given the product [CH3:20][O:19][C:14]1[CH:15]=[CH:16][CH:17]=[CH:18][C:13]=1[N:10]1[CH2:11][CH2:12][C:7]([C:21]2[CH:26]=[CH:25][CH:24]=[C:23]([O:27][CH3:28])[CH:22]=2)([CH2:6][S:35]([C:32]2[CH:33]=[CH:34][C:29]([CH3:38])=[CH:30][CH:31]=2)(=[O:37])=[O:36])[CH2:8][CH2:9]1, predict the reactants needed to synthesize it. The reactants are: CS(O[CH2:6][C:7]1([C:21]2[CH:26]=[CH:25][CH:24]=[C:23]([O:27][CH3:28])[CH:22]=2)[CH2:12][CH2:11][N:10]([C:13]2[CH:18]=[CH:17][CH:16]=[CH:15][C:14]=2[O:19][CH3:20])[CH2:9][CH2:8]1)(=O)=O.[C:29]1([CH3:38])[CH:34]=[CH:33][C:32]([S:35]([O-:37])=[O:36])=[CH:31][CH:30]=1.[Na+].[Cl-].[NH4+]. (3) Given the product [N:15]1[C:16]2[C:21](=[CH:20][CH:19]=[CH:18][CH:17]=2)[CH:22]=[C:13]([NH:12][C:6]2[C:7]3[CH2:11][N:10]([S:30]([C:25]4[C:24]([CH3:23])=[CH:29][CH:28]=[CH:27][CH:26]=4)(=[O:32])=[O:31])[CH2:9][C:8]=3[N:3]=[CH:4][N:5]=2)[CH:14]=1, predict the reactants needed to synthesize it. The reactants are: Cl.Cl.[N:3]1[C:8]2[CH2:9][NH:10][CH2:11][C:7]=2[C:6]([NH:12][C:13]2[CH:14]=[N:15][C:16]3[C:21]([CH:22]=2)=[CH:20][CH:19]=[CH:18][CH:17]=3)=[N:5][CH:4]=1.[CH3:23][C:24]1[CH:29]=[CH:28][CH:27]=[CH:26][C:25]=1[S:30](Cl)(=[O:32])=[O:31].C(N(CC)C(C)C)(C)C.CN(C)C=O.C(NCC)C. (4) Given the product [C:26]([C:28]1[CH:29]=[C:30]([CH:43]=[CH:44][CH:45]=1)[CH2:31][C:32]1[CH:42]=[CH:41][CH:40]=[CH:39][C:33]=1[C@@H:34]([OH:38])[C:35]([NH:52][CH2:51][C:50]1[CH:53]=[CH:54][C:47]([CH3:46])=[CH:48][CH:49]=1)=[O:37])#[N:27], predict the reactants needed to synthesize it. The reactants are: C1C=NC2N(O)N=NC=2C=1.C1CCN2C(=NCCC2)CC1.C(Cl)CCl.[C:26]([C:28]1[CH:29]=[C:30]([CH:43]=[CH:44][CH:45]=1)[CH2:31][C:32]1[CH:42]=[CH:41][CH:40]=[CH:39][C:33]=1[C@@H:34]([OH:38])[C:35]([OH:37])=O)#[N:27].[CH3:46][C:47]1[CH:54]=[CH:53][C:50]([CH2:51][NH2:52])=[CH:49][CH:48]=1. (5) Given the product [NH2:7][C@H:8]1[CH2:16][O:15][CH2:14][C@H:13]([CH2:17][C:18]2[CH:23]=[CH:22][C:21]([CH3:24])=[CH:20][CH:19]=2)[C@@H:12]([O:25][CH2:26][CH:27]([CH3:28])[CH3:29])[C@H:11]([CH3:30])[O:10][C:9]1=[O:31], predict the reactants needed to synthesize it. The reactants are: C(OC(=O)[NH:7][C@H:8]1[CH2:16][O:15][CH2:14][C@H:13]([CH2:17][C:18]2[CH:23]=[CH:22][C:21]([CH3:24])=[CH:20][CH:19]=2)[C@@H:12]([O:25][CH2:26][CH:27]([CH3:29])[CH3:28])[C@H:11]([CH3:30])[O:10][C:9]1=[O:31])(C)(C)C.Cl.O1CCOCC1.